From a dataset of Reaction yield outcomes from USPTO patents with 853,638 reactions. Predict the reaction yield, written as a fraction of the theoretical maximum amount of product (1.0 means a 100% yield; for example, 0.34 means a 34% yield). (1) The reactants are [CH2:1]([C@@:5]1([CH2:31][CH3:32])[NH:11][C@H:10]([C:12]2[CH:17]=[CH:16][CH:15]=[CH:14][CH:13]=2)[C:9]2[CH:18]=[C:19]([O:27][CH3:28])[C:20]([CH2:22][CH2:23][C:24](O)=[O:25])=[CH:21][C:8]=2[S:7](=[O:30])(=[O:29])[CH2:6]1)[CH2:2][CH2:3][CH3:4].CCN(C(C)C)C(C)C.CN(C(ON1N=NC2C=CC=NC1=2)=[N+](C)C)C.F[P-](F)(F)(F)(F)F.Cl.[CH3:67][O:68][C:69](=[O:72])[CH2:70][NH2:71]. The catalyst is C(Cl)Cl. The product is [CH2:1]([C@@:5]1([CH2:31][CH3:32])[NH:11][C@H:10]([C:12]2[CH:13]=[CH:14][CH:15]=[CH:16][CH:17]=2)[C:9]2[CH:18]=[C:19]([O:27][CH3:28])[C:20]([CH2:22][CH2:23][C:24]([NH:71][CH2:70][C:69]([O:68][CH3:67])=[O:72])=[O:25])=[CH:21][C:8]=2[S:7](=[O:29])(=[O:30])[CH2:6]1)[CH2:2][CH2:3][CH3:4]. The yield is 0.760. (2) The reactants are [CH3:1][N:2]([CH3:20])[C:3]([C:5]1[N:14]([CH:15]2[CH2:19][CH2:18][CH2:17][CH2:16]2)[C:8]2[N:9]=[C:10](Cl)[N:11]=[CH:12][C:7]=2[CH:6]=1)=[O:4].[C:21]([O:25][C:26]([N:28]1[CH2:33][CH2:32][N:31]([C:34]2[CH:35]=[N:36][C:37]([NH2:40])=[CH:38][CH:39]=2)[C:30](=[O:41])[CH2:29]1)=[O:27])([CH3:24])([CH3:23])[CH3:22].C(=O)([O-])[O-].[Cs+].[Cs+]. The catalyst is O1C=COC=C1.C([O-])(=O)C.[Pd+2].C([O-])(=O)C.C1C=CC(P(C2C(C3C(P(C4C=CC=CC=4)C4C=CC=CC=4)=CC=C4C=3C=CC=C4)=C3C(C=CC=C3)=CC=2)C2C=CC=CC=2)=CC=1. The product is [C:21]([O:25][C:26]([N:28]1[CH2:33][CH2:32][N:31]([C:34]2[CH:35]=[N:36][C:37]([NH:40][C:10]3[N:11]=[CH:12][C:7]4[CH:6]=[C:5]([C:3](=[O:4])[N:2]([CH3:20])[CH3:1])[N:14]([CH:15]5[CH2:19][CH2:18][CH2:17][CH2:16]5)[C:8]=4[N:9]=3)=[CH:38][CH:39]=2)[C:30](=[O:41])[CH2:29]1)=[O:27])([CH3:24])([CH3:22])[CH3:23]. The yield is 0.830. (3) The reactants are [F:1][C:2]1[CH:7]=[CH:6][C:5]([C@@:8]23[C@@H:17]([OH:18])[CH2:16][CH2:15][CH2:14][C@H:13]2[C@H:12]([CH3:19])[C:11]2([O:23][CH2:22][CH2:21][O:20]2)[CH2:10][CH2:9]3)=[CH:4][CH:3]=1.[Cr](O[Cr]([O-])(=O)=O)([O-])(=O)=O.[NH+]1C=CC=CC=1.[NH+]1C=CC=CC=1.S([O-])([O-])(=O)=O.[Mg+2]. The catalyst is ClCCl. The product is [F:1][C:2]1[CH:7]=[CH:6][C:5]([C@@:8]23[C:17](=[O:18])[CH2:16][CH2:15][CH2:14][C@H:13]2[C@H:12]([CH3:19])[C:11]2([O:20][CH2:21][CH2:22][O:23]2)[CH2:10][CH2:9]3)=[CH:4][CH:3]=1. The yield is 0.520. (4) The reactants are Cl.[NH2:2][C:3]1[CH:4]=[C:5]([CH2:11][CH2:12][NH:13]C(=O)C)[CH:6]=[CH:7][C:8]=1[O:9][CH3:10].Cl. No catalyst specified. The product is [NH2:13][CH2:12][CH2:11][C:5]1[CH:6]=[CH:7][C:8]([O:9][CH3:10])=[C:3]([NH2:2])[CH:4]=1. The yield is 0.940.